The task is: Regression. Given two drug SMILES strings and cell line genomic features, predict the synergy score measuring deviation from expected non-interaction effect.. This data is from NCI-60 drug combinations with 297,098 pairs across 59 cell lines. (1) Drug 1: CC1C(C(CC(O1)OC2CC(CC3=C2C(=C4C(=C3O)C(=O)C5=C(C4=O)C(=CC=C5)OC)O)(C(=O)CO)O)N)O.Cl. Drug 2: C1CC(=O)NC(=O)C1N2C(=O)C3=CC=CC=C3C2=O. Cell line: CCRF-CEM. Synergy scores: CSS=19.8, Synergy_ZIP=29.2, Synergy_Bliss=28.9, Synergy_Loewe=18.3, Synergy_HSA=25.5. (2) Drug 1: C1=CC=C(C=C1)NC(=O)CCCCCCC(=O)NO. Drug 2: CC12CCC3C(C1CCC2OP(=O)(O)O)CCC4=C3C=CC(=C4)OC(=O)N(CCCl)CCCl.[Na+]. Cell line: U251. Synergy scores: CSS=12.6, Synergy_ZIP=-9.93, Synergy_Bliss=-11.6, Synergy_Loewe=-9.01, Synergy_HSA=-8.97. (3) Drug 2: C(CN)CNCCSP(=O)(O)O. Synergy scores: CSS=-4.76, Synergy_ZIP=2.27, Synergy_Bliss=-0.831, Synergy_Loewe=-1.67, Synergy_HSA=-4.73. Drug 1: CC1=CC=C(C=C1)C2=CC(=NN2C3=CC=C(C=C3)S(=O)(=O)N)C(F)(F)F. Cell line: HOP-92. (4) Drug 1: C1CN1P(=S)(N2CC2)N3CC3. Drug 2: C1CC(=O)NC(=O)C1N2C(=O)C3=CC=CC=C3C2=O. Cell line: MALME-3M. Synergy scores: CSS=1.69, Synergy_ZIP=-1.17, Synergy_Bliss=-1.54, Synergy_Loewe=-3.07, Synergy_HSA=-2.51. (5) Drug 1: C1C(C(OC1N2C=NC(=NC2=O)N)CO)O. Drug 2: CC1C(C(CC(O1)OC2CC(CC3=C2C(=C4C(=C3O)C(=O)C5=C(C4=O)C(=CC=C5)OC)O)(C(=O)CO)O)N)O.Cl. Cell line: MDA-MB-435. Synergy scores: CSS=49.0, Synergy_ZIP=-2.06, Synergy_Bliss=1.73, Synergy_Loewe=-14.2, Synergy_HSA=3.49. (6) Drug 1: C1CN1P(=S)(N2CC2)N3CC3. Drug 2: C1CN(CCN1C(=O)CCBr)C(=O)CCBr. Cell line: OVCAR-4. Synergy scores: CSS=1.27, Synergy_ZIP=0.797, Synergy_Bliss=-0.523, Synergy_Loewe=-3.79, Synergy_HSA=-2.59.